Dataset: Catalyst prediction with 721,799 reactions and 888 catalyst types from USPTO. Task: Predict which catalyst facilitates the given reaction. (1) Reactant: [NH2:1][C:2]1[CH:3]=[N:4][CH:5]=[CH:6][C:7]=1[N:8]1[CH2:13][C@H:12]([CH3:14])[CH2:11][C@H:10]([NH:15][C:16](=[O:22])[O:17][C:18]([CH3:21])([CH3:20])[CH3:19])[CH2:9]1.[C:23]([O:27][C:28]([NH:30][C:31]1[O:39][C:38]2[C:33](=[N:34][CH:35]=[C:36]([C:40]3[CH:41]=[N:42][N:43]([CH3:45])[CH:44]=3)[CH:37]=2)[C:32]=1[C:46](O)=[O:47])=[O:29])([CH3:26])([CH3:25])[CH3:24].CCN(C(C)C)C(C)C.CN(C(ON1N=NC2C=CC=NC1=2)=[N+](C)C)C.F[P-](F)(F)(F)(F)F. Product: [C:18]([O:17][C:16]([NH:15][C@H:10]1[CH2:11][C@@H:12]([CH3:14])[CH2:13][N:8]([C:7]2[CH:6]=[CH:5][N:4]=[CH:3][C:2]=2[NH:1][C:46]([C:32]2[C:33]3=[N:34][CH:35]=[C:36]([C:40]4[CH:41]=[N:42][N:43]([CH3:45])[CH:44]=4)[CH:37]=[C:38]3[O:39][C:31]=2[NH:30][C:28](=[O:29])[O:27][C:23]([CH3:25])([CH3:24])[CH3:26])=[O:47])[CH2:9]1)=[O:22])([CH3:21])([CH3:20])[CH3:19]. The catalyst class is: 26. (2) The catalyst class is: 2. Product: [C:26]([NH:30][C:31]([N:23]1[CH2:24][CH2:25][N:20]([CH2:19][C:16]2[CH:15]=[CH:14][C:13]([C:5]3[NH:6][C:7](=[O:12])[C:8]4[C:3]([CH:4]=3)=[C:2]([CH3:1])[CH:11]=[CH:10][CH:9]=4)=[CH:18][CH:17]=2)[CH2:21][CH2:22]1)=[O:32])([CH3:29])([CH3:28])[CH3:27]. Reactant: [CH3:1][C:2]1[CH:11]=[CH:10][CH:9]=[C:8]2[C:3]=1[CH:4]=[C:5]([C:13]1[CH:18]=[CH:17][C:16]([CH2:19][N:20]3[CH2:25][CH2:24][NH:23][CH2:22][CH2:21]3)=[CH:15][CH:14]=1)[NH:6][C:7]2=[O:12].[C:26]([N:30]=[C:31]=[O:32])([CH3:29])([CH3:28])[CH3:27].